From a dataset of Peptide-MHC class I binding affinity with 185,985 pairs from IEDB/IMGT. Regression. Given a peptide amino acid sequence and an MHC pseudo amino acid sequence, predict their binding affinity value. This is MHC class I binding data. (1) The peptide sequence is DRLALLANL. The MHC is Mamu-B08 with pseudo-sequence Mamu-B08. The binding affinity (normalized) is 0.566. (2) The peptide sequence is MPREDAHFIY. The MHC is HLA-B07:02 with pseudo-sequence HLA-B07:02. The binding affinity (normalized) is 0.494.